Dataset: Full USPTO retrosynthesis dataset with 1.9M reactions from patents (1976-2016). Task: Predict the reactants needed to synthesize the given product. (1) Given the product [CH3:20][O:21][C:22]1[S:23][C:24]([C:30]2[CH:31]=[C:32]([CH3:36])[CH:33]=[CH:34][CH:35]=2)=[C:25]([C:27]([N:3]2[CH2:4][C@H:5]3[C@H:1]([CH2:6]3)[C@H:2]2[CH2:7][NH:8][C:9]([C:11]2[N:18]3[C:14]([S:15][CH:16]=[CH:17]3)=[N:13][C:12]=2[CH3:19])=[O:10])=[O:28])[N:26]=1, predict the reactants needed to synthesize it. The reactants are: [C@H:1]12[CH2:6][C@H:5]1[CH2:4][NH:3][C@@H:2]2[CH2:7][NH:8][C:9]([C:11]1[N:18]2[C:14]([S:15][CH:16]=[CH:17]2)=[N:13][C:12]=1[CH3:19])=[O:10].[CH3:20][O:21][C:22]1[S:23][C:24]([C:30]2[CH:31]=[C:32]([CH3:36])[CH:33]=[CH:34][CH:35]=2)=[C:25]([C:27](O)=[O:28])[N:26]=1. (2) Given the product [Cl:1][C:2]1[CH:3]=[C:4]([CH2:19][S:20]([C:23]2[CH:28]=[CH:27][C:26]([F:29])=[CH:25][CH:24]=2)(=[O:22])=[O:21])[C:5]([N+:15]([O-:17])=[O:16])=[C:6]([N:8]2[CH2:13][CH2:12][N:11]([CH3:14])[CH2:10][CH2:9]2)[CH:7]=1, predict the reactants needed to synthesize it. The reactants are: [Cl:1][C:2]1[CH:3]=[CH:4][C:5]([N+:15]([O-:17])=[O:16])=[C:6]([N:8]2[CH2:13][CH2:12][N:11]([CH3:14])[CH2:10][CH2:9]2)[CH:7]=1.Cl[CH2:19][S:20]([C:23]1[CH:28]=[CH:27][C:26]([F:29])=[CH:25][CH:24]=1)(=[O:22])=[O:21].CC([O-])(C)C.[K+]. (3) The reactants are: [F:1][C:2]1[CH:11]=[C:10]([CH2:12][CH2:13][CH3:14])[C:9](OS(C(F)(F)F)(=O)=O)=[C:8]2[C:3]=1[CH:4]=[CH:5][CH:6]=N2.N1CCC[CH2:25][CH2:24]1.C[C:30]([OH:34])([C:32]#[CH:33])C.[Cl-].[NH4+:36]. Given the product [CH3:6][C:5]1[C:24]([CH3:25])=[N:36][C:8]2[C:3]([CH:4]=1)=[C:2]([F:1])[CH:11]=[C:10]([CH2:12][CH2:13][CH3:14])[C:9]=2[C:33]#[C:32][CH2:30][OH:34], predict the reactants needed to synthesize it. (4) Given the product [NH2:10][CH2:4][CH2:3][CH:2]([S:6]([OH:5])(=[O:8])=[O:7])[CH3:1], predict the reactants needed to synthesize it. The reactants are: [CH3:1][CH:2]1[S:6](=[O:8])(=[O:7])[O:5][CH2:4][CH2:3]1.[OH-].[NH4+:10].CCO.